From a dataset of Forward reaction prediction with 1.9M reactions from USPTO patents (1976-2016). Predict the product of the given reaction. (1) Given the reactants [CH:1]([N:14]1[CH2:19][CH2:18][N:17]([NH:20][C:21]([C@@H:23]2[CH2:28][NH:27][CH2:26][CH2:25][N:24]2[S:29]([C:32]2[CH:37]=[CH:36][C:35]([O:38][CH3:39])=[C:34]([O:40][CH3:41])[CH:33]=2)(=[O:31])=[O:30])=[O:22])[CH2:16][CH2:15]1)([C:8]1[CH:13]=[CH:12][CH:11]=[CH:10][CH:9]=1)[C:2]1[CH:7]=[CH:6][CH:5]=[CH:4][CH:3]=1.[C:42]1([CH2:48][CH2:49][CH2:50][C:51](O)=[O:52])[CH:47]=[CH:46][CH:45]=[CH:44][CH:43]=1.C(N(CC)C(C)C)(C)C.C1CN([P+](ON2N=NC3C=CC=CC2=3)(N2CCCC2)N2CCCC2)CC1.F[P-](F)(F)(F)(F)F, predict the reaction product. The product is: [CH:1]([N:14]1[CH2:19][CH2:18][N:17]([NH:20][C:21]([C@@H:23]2[CH2:28][N:27]([C:51](=[O:52])[CH2:50][CH2:49][CH2:48][C:42]3[CH:47]=[CH:46][CH:45]=[CH:44][CH:43]=3)[CH2:26][CH2:25][N:24]2[S:29]([C:32]2[CH:37]=[CH:36][C:35]([O:38][CH3:39])=[C:34]([O:40][CH3:41])[CH:33]=2)(=[O:31])=[O:30])=[O:22])[CH2:16][CH2:15]1)([C:2]1[CH:7]=[CH:6][CH:5]=[CH:4][CH:3]=1)[C:8]1[CH:13]=[CH:12][CH:11]=[CH:10][CH:9]=1. (2) Given the reactants [F:1][C:2]1[CH:3]=[C:4]([CH2:9][C:10]([OH:12])=[O:11])[CH:5]=[CH:6][C:7]=1[OH:8].[Si](C=[N+]=[N-])(C)(C)[CH3:14], predict the reaction product. The product is: [F:1][C:2]1[CH:3]=[C:4]([CH2:9][C:10]([O:12][CH3:14])=[O:11])[CH:5]=[CH:6][C:7]=1[OH:8]. (3) The product is: [NH2:24][C:23]1[N:25]=[CH:4][C:5]2[C:6](=[O:20])[CH2:7][CH:8]([C:12]3[CH:17]=[CH:16][CH:15]=[CH:14][C:13]=3[O:18][CH3:19])[CH2:9][C:10]=2[N:22]=1. Given the reactants CN([CH:4]=[C:5]1[C:10](=O)[CH2:9][CH:8]([C:12]2[CH:17]=[CH:16][CH:15]=[CH:14][C:13]=2[O:18][CH3:19])[CH2:7][C:6]1=[O:20])C.Cl.[NH2:22][C:23]([NH2:25])=[NH:24].C(=O)([O-])[O-].[Na+].[Na+].NC1N=CC2C(=O)CC(C3C=CC(Cl)=CC=3)CC=2N=1, predict the reaction product. (4) Given the reactants [ClH:1].CCOCC.[Cl:7][C:8]1[C:9]([NH:19][CH:20]2[CH2:25][CH2:24][NH:23][CH2:22][CH2:21]2)=[CH:10][C:11]([O:17][CH3:18])=[C:12]([CH:16]=1)[C:13]([NH2:15])=[O:14], predict the reaction product. The product is: [ClH:7].[ClH:1].[Cl:7][C:8]1[C:9]([NH:19][CH:20]2[CH2:25][CH2:24][NH:23][CH2:22][CH2:21]2)=[CH:10][C:11]([O:17][CH3:18])=[C:12]([CH:16]=1)[C:13]([NH2:15])=[O:14]. (5) Given the reactants [CH2:1]([O:3][C:4]([C:6]1[NH:7][C:8]2[C:13]([CH:14]=1)=[CH:12][C:11](Br)=[CH:10][CH:9]=2)=[O:5])[CH3:2].C(B(CC)[C:19]1[CH:20]=[N:21][CH:22]=[CH:23][CH:24]=1)C.C(=O)([O-])[O-].[K+].[K+], predict the reaction product. The product is: [CH2:1]([O:3][C:4]([C:6]1[NH:7][C:8]2[C:13]([CH:14]=1)=[CH:12][C:11]([C:19]1[CH:20]=[N:21][CH:22]=[CH:23][CH:24]=1)=[CH:10][CH:9]=2)=[O:5])[CH3:2]. (6) Given the reactants [Cl:1][C:2]1[CH:7]=[CH:6][C:5]([O:8][C:9]2[CH:14]=[CH:13][C:12]([CH2:15][CH2:16][O:17][C:18]3[CH:23]=[CH:22][NH:21][C:20](=[O:24])[CH:19]=3)=[CH:11][CH:10]=2)=[CH:4][C:3]=1[C:25]([F:28])([F:27])[F:26].Cl[CH2:30][C:31]1[CH:32]=[N:33][CH:34]=[N:35][CH:36]=1, predict the reaction product. The product is: [Cl:1][C:2]1[CH:7]=[CH:6][C:5]([O:8][C:9]2[CH:10]=[CH:11][C:12]([CH2:15][CH2:16][O:17][C:18]3[CH:23]=[CH:22][N:21]([CH2:30][C:31]4[CH:32]=[N:33][CH:34]=[N:35][CH:36]=4)[C:20](=[O:24])[CH:19]=3)=[CH:13][CH:14]=2)=[CH:4][C:3]=1[C:25]([F:28])([F:26])[F:27].